This data is from Forward reaction prediction with 1.9M reactions from USPTO patents (1976-2016). The task is: Predict the product of the given reaction. (1) Given the reactants CS(N)(=O)=O.[CH3:6][O:7][CH2:8][CH2:9][S:10]([NH2:13])(=[O:12])=[O:11].C([C:16]1([CH2:26][O:27][C:28]2[C:36]([CH:37]3[CH2:39][CH2:38]3)=[CH:35][C:31]([C:32]([OH:34])=O)=[C:30]([F:40])[CH:29]=2)[CH:23]2[CH2:24][CH:19]3CC(C[CH:17]1[CH2:18]3)[CH2:22]2)#N.C12(COC3C(C4CC4)=CC(C(O)=O)=C(F)C=3)CC1CCCC2, predict the reaction product. The product is: [C:16]12([CH2:26][O:27][C:28]3[C:36]([CH:37]4[CH2:38][CH2:39]4)=[CH:35][C:31]([C:32]([NH:13][S:10]([CH2:9][CH2:8][O:7][CH3:6])(=[O:12])=[O:11])=[O:34])=[C:30]([F:40])[CH:29]=3)[CH2:22][CH:23]1[CH2:24][CH2:19][CH2:18][CH2:17]2. (2) Given the reactants [N:1]1[CH:6]=[CH:5][CH:4]=[CH:3][C:2]=1[N:7]1[CH2:12][CH2:11][N:10]([C:13]2[CH:18]=[CH:17][C:16]([C:19]3[S:23][C:22]([C:24]4[CH:32]=[CH:31][C:27]([C:28]([OH:30])=[O:29])=[CH:26][CH:25]=4)=[N:21][N:20]=3)=[CH:15][CH:14]=2)[CH2:9][CH2:8]1.F[P-](F)(F)(F)(F)F.[N:40]1(OC(N(C)C)=[N+](C)C)[C:44]2[CH:45]=[CH:46][CH:47]=[CH:48][C:43]=2[N:42]=[N:41]1.C(N(CC)C(C)C)(C)C.O, predict the reaction product. The product is: [N:1]1[CH:6]=[CH:5][CH:4]=[CH:3][C:2]=1[N:7]1[CH2:12][CH2:11][N:10]([C:13]2[CH:14]=[CH:15][C:16]([C:19]3[S:23][C:22]([C:24]4[CH:32]=[CH:31][C:27]([C:28]([O:30][N:40]5[C:44]6[CH:45]=[CH:46][CH:47]=[CH:48][C:43]=6[N:42]=[N:41]5)=[O:29])=[CH:26][CH:25]=4)=[N:21][N:20]=3)=[CH:17][CH:18]=2)[CH2:9][CH2:8]1. (3) Given the reactants Br[C:2]1[CH:3]=[C:4]2[C:9](=[CH:10][CH:11]=1)[N:8]([CH3:12])[C:7](=[O:13])[CH2:6][C:5]2([CH3:15])[CH3:14].[CH3:16][C:17]1([CH3:33])[C:21]([CH3:23])([CH3:22])[O:20][B:19]([B:19]2[O:20][C:21]([CH3:23])([CH3:22])[C:17]([CH3:33])([CH3:16])[O:18]2)[O:18]1.C([O-])(=O)C.[K+], predict the reaction product. The product is: [CH3:12][N:8]1[C:9]2[C:4](=[CH:3][C:2]([B:19]3[O:20][C:21]([CH3:23])([CH3:22])[C:17]([CH3:33])([CH3:16])[O:18]3)=[CH:11][CH:10]=2)[C:5]([CH3:15])([CH3:14])[CH2:6][C:7]1=[O:13].